From a dataset of Forward reaction prediction with 1.9M reactions from USPTO patents (1976-2016). Predict the product of the given reaction. (1) Given the reactants [CH2:1]([O:3][C:4]([C:6]1[NH:7][C:8]2[C:13]([CH:14]=1)=[CH:12][CH:11]=[CH:10][CH:9]=2)=[O:5])[CH3:2].[Cl-].[CH:16](=[N+:23]([CH3:25])[CH3:24])[C:17]1[CH:22]=[CH:21][CH:20]=[CH:19][CH:18]=1, predict the reaction product. The product is: [CH2:1]([O:3][C:4]([C:6]1[NH:7][C:8]2[C:13]([C:14]=1[CH:16]([N:23]([CH3:25])[CH3:24])[C:17]1[CH:22]=[CH:21][CH:20]=[CH:19][CH:18]=1)=[CH:12][CH:11]=[CH:10][CH:9]=2)=[O:5])[CH3:2]. (2) Given the reactants [Cl:1][C:2]1[CH:3]=[C:4]([CH:23]=[CH:24][C:25]=1[Cl:26])[O:5][CH:6]1[CH2:11][CH2:10][N:9]([CH2:12][CH2:13][CH2:14][NH:15]C(=O)OC(C)(C)C)[CH2:8][CH2:7]1.Cl, predict the reaction product. The product is: [Cl:1][C:2]1[CH:3]=[C:4]([CH:23]=[CH:24][C:25]=1[Cl:26])[O:5][CH:6]1[CH2:7][CH2:8][N:9]([CH2:12][CH2:13][CH2:14][NH2:15])[CH2:10][CH2:11]1. (3) Given the reactants [OH:1][CH2:2][C:3]1[CH:8]=[CH:7][C:6]([NH:9][C:10]([C:12]2[O:16][N:15]=[C:14]([C:17]3[CH:22]=[CH:21][CH:20]=[CH:19][CH:18]=3)[CH:13]=2)=[O:11])=[CH:5][CH:4]=1.[Mn]([O-])([O-])(=O)=O.[Ba+2], predict the reaction product. The product is: [CH:2]([C:3]1[CH:4]=[CH:5][C:6]([NH:9][C:10]([C:12]2[O:16][N:15]=[C:14]([C:17]3[CH:22]=[CH:21][CH:20]=[CH:19][CH:18]=3)[CH:13]=2)=[O:11])=[CH:7][CH:8]=1)=[O:1]. (4) Given the reactants C(N(CCCC)C(C1N=C(C2C=CC(C(O)=O)=CC=2C(N2[C@H](CO)CC3C(=CC=CC=3)C2)=O)N(CCC2C=CC=CC=2)C=1)=O)CCC.[CH2:48]([N:52]([CH2:88][CH2:89][CH2:90][CH3:91])[C:53]([C:55]1[N:56]=[C:57]([C:64]2[CH:73]=[CH:72][C:67]([C:68]([O:70]C)=[O:69])=[CH:66][C:65]=2[C:74]([N:76]2[C@H:85]([CH2:86][OH:87])[CH2:84][C:83]3[C:78](=[CH:79][CH:80]=[CH:81][CH:82]=3)[CH2:77]2)=[O:75])[N:58]([CH2:60][CH2:61][O:62][CH3:63])[CH:59]=1)=[O:54])[CH2:49][CH2:50][CH3:51], predict the reaction product. The product is: [CH2:88]([N:52]([CH2:48][CH2:49][CH2:50][CH3:51])[C:53]([C:55]1[N:56]=[C:57]([C:64]2[CH:73]=[CH:72][C:67]([C:68]([OH:70])=[O:69])=[CH:66][C:65]=2[C:74]([N:76]2[C@H:85]([CH2:86][OH:87])[CH2:84][C:83]3[C:78](=[CH:79][CH:80]=[CH:81][CH:82]=3)[CH2:77]2)=[O:75])[N:58]([CH2:60][CH2:61][O:62][CH3:63])[CH:59]=1)=[O:54])[CH2:89][CH2:90][CH3:91]. (5) Given the reactants Cl[C:2]1[CH:7]=[C:6]([C:8]2[CH:13]=[CH:12][CH:11]=[C:10]([CH3:14])[C:9]=2[CH3:15])[N:5]=[C:4]([NH2:16])[N:3]=1.[NH2:17][CH2:18][CH2:19][C:20]1[CH:25]=[CH:24][C:23]([S:26]([N:29]([CH3:31])[CH3:30])(=[O:28])=[O:27])=[CH:22][CH:21]=1.C(N(CC)C(C)C)(C)C.CO, predict the reaction product. The product is: [NH2:16][C:4]1[N:3]=[C:2]([NH:17][CH2:18][CH2:19][C:20]2[CH:21]=[CH:22][C:23]([S:26]([N:29]([CH3:30])[CH3:31])(=[O:28])=[O:27])=[CH:24][CH:25]=2)[CH:7]=[C:6]([C:8]2[CH:13]=[CH:12][CH:11]=[C:10]([CH3:14])[C:9]=2[CH3:15])[N:5]=1. (6) The product is: [Cl:22][C:13]1[N:12]([C:6]2[C:7](=[O:11])[N:8]([CH3:10])[N:9]=[C:4]([CH:1]([OH:3])[CH3:2])[C:5]=2[O:23][CH3:24])[C:20]2[C:15]([C:14]=1[Cl:21])=[CH:16][CH:17]=[CH:18][CH:19]=2. Given the reactants [C:1]([C:4]1[C:5]([O:23][CH3:24])=[C:6]([N:12]2[C:20]3[C:15](=[CH:16][CH:17]=[CH:18][CH:19]=3)[C:14]([Cl:21])=[C:13]2[Cl:22])[C:7](=[O:11])[N:8]([CH3:10])[N:9]=1)(=[O:3])[CH3:2].[BH4-].[Na+], predict the reaction product.